From a dataset of Forward reaction prediction with 1.9M reactions from USPTO patents (1976-2016). Predict the product of the given reaction. (1) Given the reactants [Cl:1][C:2]1[CH:10]=[C:9]([F:11])[CH:8]=[CH:7][C:3]=1[C:4]([OH:6])=O.C1CN([P+](ON2N=NC3C=CC=CC2=3)(N2CCCC2)N2CCCC2)CC1.F[P-](F)(F)(F)(F)F.CCN(C(C)C)C(C)C.[NH2:54][CH2:55][CH2:56][N:57]1[C:61]2=[N:62][CH:63]=[N:64][C:65]([NH2:66])=[C:60]2[C:59]([I:67])=[N:58]1, predict the reaction product. The product is: [NH2:66][C:65]1[N:64]=[CH:63][N:62]=[C:61]2[N:57]([CH2:56][CH2:55][NH:54][C:4](=[O:6])[C:3]3[CH:7]=[CH:8][C:9]([F:11])=[CH:10][C:2]=3[Cl:1])[N:58]=[C:59]([I:67])[C:60]=12. (2) Given the reactants [F:1][C:2]1[CH:7]=[C:6]([F:8])[CH:5]=[CH:4][C:3]=1[C:9](=O)[CH2:10][CH2:11][C:12]([OH:14])=[O:13].[C:16]1(C)C=CC=CC=1.[I-].CP(C1C=CC=CC=1)(C1C=CC=CC=1)C1C=CC=CC=1.CC(C)([O-])C.[Na+], predict the reaction product. The product is: [F:1][C:2]1[CH:7]=[C:6]([F:8])[CH:5]=[CH:4][C:3]=1[C:9](=[CH2:16])[CH2:10][CH2:11][C:12]([OH:14])=[O:13]. (3) Given the reactants [I:1]N1C(=O)CCC1=O.[CH3:9][C@@:10]1([C:16]2[CH:25]=[CH:24][C:23]3[C:18](=[CH:19][CH:20]=[C:21]([O:26][C@H:27]4[CH2:32][CH2:31][C@H:30]([C:33]([F:36])([F:35])[F:34])[CH2:29][CH2:28]4)[CH:22]=3)[CH:17]=2)[CH2:14][O:13][C:12](=[O:15])[NH:11]1, predict the reaction product. The product is: [I:1][C:22]1[C:21]([O:26][C@H:27]2[CH2:28][CH2:29][C@H:30]([C:33]([F:36])([F:34])[F:35])[CH2:31][CH2:32]2)=[CH:20][CH:19]=[C:18]2[C:23]=1[CH:24]=[CH:25][C:16]([C@:10]1([CH3:9])[CH2:14][O:13][C:12](=[O:15])[NH:11]1)=[CH:17]2. (4) Given the reactants [CH2:1]([O:8][C:9]([NH:11][C@H:12]1[CH2:21][CH2:20][C:19]2[C:14](=[CH:15][C:16]([CH:22]=[CH:23][C:24]([O:26]CC)=[O:25])=[CH:17][CH:18]=2)[CH2:13]1)=[O:10])[C:2]1[CH:7]=[CH:6][CH:5]=[CH:4][CH:3]=1.[OH-].[Na+], predict the reaction product. The product is: [CH2:1]([O:8][C:9]([NH:11][C@H:12]1[CH2:21][CH2:20][C:19]2[C:14](=[CH:15][C:16]([CH:22]=[CH:23][C:24]([OH:26])=[O:25])=[CH:17][CH:18]=2)[CH2:13]1)=[O:10])[C:2]1[CH:7]=[CH:6][CH:5]=[CH:4][CH:3]=1.